From a dataset of Full USPTO retrosynthesis dataset with 1.9M reactions from patents (1976-2016). Predict the reactants needed to synthesize the given product. Given the product [N:1]([CH2:4][CH:5]1[O:10][C:9]2[C:11]([C:22]3[CH:23]=[CH:24][C:19]([O:18][CH3:17])=[CH:20][C:21]=3[CH3:28])=[CH:12][CH:13]=[CH:14][C:8]=2[N:7]([CH3:16])[CH2:6]1)=[N+:2]=[N-:3], predict the reactants needed to synthesize it. The reactants are: [N:1]([CH2:4][CH:5]1[O:10][C:9]2[C:11](Br)=[CH:12][CH:13]=[CH:14][C:8]=2[N:7]([CH3:16])[CH2:6]1)=[N+:2]=[N-:3].[CH3:17][O:18][C:19]1[CH:24]=[CH:23][C:22](B(O)O)=[C:21]([CH3:28])[CH:20]=1.